Task: Regression. Given a peptide amino acid sequence and an MHC pseudo amino acid sequence, predict their binding affinity value. This is MHC class II binding data.. Dataset: Peptide-MHC class II binding affinity with 134,281 pairs from IEDB (1) The peptide sequence is ASEVFKAVEAYLVAH. The MHC is DRB1_1201 with pseudo-sequence DRB1_1201. The binding affinity (normalized) is 0.428. (2) The peptide sequence is EKKYFAATQHEPLAA. The MHC is DRB1_1602 with pseudo-sequence DRB1_1602. The binding affinity (normalized) is 0.709. (3) The peptide sequence is PGPIGPPGPRGRSGE. The MHC is HLA-DQA10301-DQB10302 with pseudo-sequence HLA-DQA10301-DQB10302. The binding affinity (normalized) is 0. (4) The peptide sequence is KLRFTCLSSTGSSCL. The MHC is DRB3_0101 with pseudo-sequence DRB3_0101. The binding affinity (normalized) is 0.157. (5) The binding affinity (normalized) is 0.386. The peptide sequence is FAEYKSDYVYQPFPK. The MHC is DRB1_0901 with pseudo-sequence DRB1_0901. (6) The peptide sequence is GKIILVAVHVASGYI. The binding affinity (normalized) is 0.779. The MHC is DRB1_0101 with pseudo-sequence DRB1_0101. (7) The peptide sequence is AFKVAATAANAAPLN. The MHC is HLA-DPA10201-DPB11401 with pseudo-sequence HLA-DPA10201-DPB11401. The binding affinity (normalized) is 0.882. (8) The peptide sequence is NLWKMKTGRRGSANG. The MHC is DRB1_0301 with pseudo-sequence DRB1_0301. The binding affinity (normalized) is 0.410. (9) The peptide sequence is LGAVYRYKKLKEMSA. The MHC is HLA-DQA10101-DQB10501 with pseudo-sequence HLA-DQA10101-DQB10501. The binding affinity (normalized) is 0. (10) The peptide sequence is CVDAKMTEEDKENALSL. The MHC is HLA-DPA10301-DPB10402 with pseudo-sequence HLA-DPA10301-DPB10402. The binding affinity (normalized) is 0.289.